This data is from Reaction yield outcomes from USPTO patents with 853,638 reactions. The task is: Predict the reaction yield, written as a fraction of the theoretical maximum amount of product (1.0 means a 100% yield; for example, 0.34 means a 34% yield). The reactants are Cl[C:2]1[N:3]=[N:4][CH:5]=[C:6]([C:15]2[CH:20]=[CH:19][C:18]([Cl:21])=[CH:17][CH:16]=2)[C:7]=1[C:8]1[CH:13]=[CH:12][C:11]([Cl:14])=[CH:10][CH:9]=1.O.[NH2:23][NH2:24].O. The catalyst is N1C=CC=CC=1. The product is [Cl:14][C:11]1[CH:12]=[CH:13][C:8]([C:7]2[C:6]([C:15]3[CH:20]=[CH:19][C:18]([Cl:21])=[CH:17][CH:16]=3)=[CH:5][N:4]=[N:3][C:2]=2[NH:23][NH2:24])=[CH:9][CH:10]=1. The yield is 0.960.